From a dataset of Full USPTO retrosynthesis dataset with 1.9M reactions from patents (1976-2016). Predict the reactants needed to synthesize the given product. The reactants are: [CH2:1]([CH2:3][NH2:4])[OH:2].Cl[C:6]1[CH:15]=[C:14]2[C:9]([C:10](=[O:22])[C:11]([C:19]([OH:21])=[O:20])=[CH:12][N:13]2[CH:16]2[CH2:18][CH2:17]2)=[CH:8][C:7]=1[F:23].CO. Given the product [CH:16]1([N:13]2[C:14]3[C:9](=[CH:8][C:7]([F:23])=[C:6]([NH:4][CH2:3][CH2:1][OH:2])[CH:15]=3)[C:10](=[O:22])[C:11]([C:19]([OH:21])=[O:20])=[CH:12]2)[CH2:17][CH2:18]1, predict the reactants needed to synthesize it.